This data is from Reaction yield outcomes from USPTO patents with 853,638 reactions. The task is: Predict the reaction yield, written as a fraction of the theoretical maximum amount of product (1.0 means a 100% yield; for example, 0.34 means a 34% yield). (1) The reactants are [Br:1][C:2]1[CH:7]=[CH:6][C:5]([S:8](Cl)(=[O:10])=[O:9])=[C:4]([F:12])[CH:3]=1.[CH:13]1([NH2:17])[CH2:16][CH2:15][CH2:14]1. The catalyst is ClCCl. The product is [Br:1][C:2]1[CH:7]=[CH:6][C:5]([S:8]([NH:17][CH:13]2[CH2:16][CH2:15][CH2:14]2)(=[O:10])=[O:9])=[C:4]([F:12])[CH:3]=1. The yield is 0.430. (2) The reactants are [Cl:1][C:2]1[CH:7]=[CH:6][C:5]([N+:8]([O-])=O)=[CH:4][C:3]=1[C:11]1[CH:16]=[CH:15][CH:14]=[CH:13][N:12]=1.Cl[Sn]Cl.Cl. The catalyst is CCO. The product is [Cl:1][C:2]1[CH:7]=[CH:6][C:5]([NH2:8])=[CH:4][C:3]=1[C:11]1[CH:16]=[CH:15][CH:14]=[CH:13][N:12]=1. The yield is 0.940.